Dataset: Peptide-MHC class I binding affinity with 185,985 pairs from IEDB/IMGT. Task: Regression. Given a peptide amino acid sequence and an MHC pseudo amino acid sequence, predict their binding affinity value. This is MHC class I binding data. (1) The peptide sequence is SILYKDDMGV. The MHC is HLA-B08:01 with pseudo-sequence HLA-B08:01. The binding affinity (normalized) is 0. (2) The peptide sequence is QSLYSNGNAY. The MHC is Mamu-A02 with pseudo-sequence Mamu-A02. The binding affinity (normalized) is 0.751. (3) The peptide sequence is FSAGAGVLDK. The MHC is HLA-A68:01 with pseudo-sequence HLA-A68:01. The binding affinity (normalized) is 0.750. (4) The peptide sequence is FYPINDDFY. The MHC is HLA-B08:01 with pseudo-sequence HLA-B08:01. The binding affinity (normalized) is 0.0847. (5) The peptide sequence is FTFWTFANY. The MHC is HLA-B46:01 with pseudo-sequence HLA-B46:01. The binding affinity (normalized) is 0.0847. (6) The peptide sequence is RIRTWKSLVK. The MHC is HLA-A30:02 with pseudo-sequence HLA-A30:02. The binding affinity (normalized) is 0.272. (7) The peptide sequence is WLQKIPLQW. The MHC is HLA-A68:02 with pseudo-sequence HLA-A68:02. The binding affinity (normalized) is 0.0847. (8) The peptide sequence is ERNEQGQTL. The MHC is HLA-B15:01 with pseudo-sequence HLA-B15:01. The binding affinity (normalized) is 0.0847.